Dataset: Peptide-MHC class II binding affinity with 134,281 pairs from IEDB. Task: Regression. Given a peptide amino acid sequence and an MHC pseudo amino acid sequence, predict their binding affinity value. This is MHC class II binding data. The peptide sequence is GKKEEKKEEKKESGD. The binding affinity (normalized) is 0. The MHC is DRB1_0301 with pseudo-sequence DRB1_0301.